This data is from Reaction yield outcomes from USPTO patents with 853,638 reactions. The task is: Predict the reaction yield, written as a fraction of the theoretical maximum amount of product (1.0 means a 100% yield; for example, 0.34 means a 34% yield). (1) The reactants are [CH3:1][O:2][C:3](=[O:14])[C@H:4]([CH2:6][C:7]1[CH:12]=[CH:11][C:10]([OH:13])=[CH:9][CH:8]=1)[NH2:5].[C:15]([CH2:23][C:24]([CH3:26])=O)(=[O:22])[C:16]1[CH:21]=[CH:20][CH:19]=[CH:18][CH:17]=1. The catalyst is CO. The product is [CH3:1][O:2][C:3](=[O:14])[CH:4]([NH:5][C:24]([CH3:26])=[CH:23][C:15](=[O:22])[C:16]1[CH:21]=[CH:20][CH:19]=[CH:18][CH:17]=1)[CH2:6][C:7]1[CH:8]=[CH:9][C:10]([OH:13])=[CH:11][CH:12]=1. The yield is 0.980. (2) The reactants are [CH3:1][C:2]1[O:6][N:5]=[C:4]([C:7]2[CH:12]=[CH:11][CH:10]=[CH:9][CH:8]=2)[C:3]=1[C:13]([NH:15][NH2:16])=[O:14].[F:17][C:18]([F:29])([F:28])[C:19]1[CH:27]=[CH:26][C:22]([C:23](O)=O)=[CH:21][CH:20]=1. No catalyst specified. The product is [CH3:1][C:2]1[O:6][N:5]=[C:4]([C:7]2[CH:12]=[CH:11][CH:10]=[CH:9][CH:8]=2)[C:3]=1[C:13]1[O:14][C:23]([C:22]2[CH:21]=[CH:20][C:19]([C:18]([F:17])([F:28])[F:29])=[CH:27][CH:26]=2)=[N:16][N:15]=1. The yield is 0.330. (3) The reactants are [NH2:1][C:2]1[O:3][CH:4]=[C:5]([C:7]([OH:9])=O)[N:6]=1.[NH2:10][C@@H:11]([CH3:27])[CH2:12][N:13]1[CH:17]=[CH:16][C:15]([C:18]2[CH:25]=[CH:24][C:21]([C:22]#[N:23])=[C:20]([Cl:26])[CH:19]=2)=[N:14]1. No catalyst specified. The product is [NH2:1][C:2]1[O:3][CH:4]=[C:5]([C:7]([NH:10][C@@H:11]([CH3:27])[CH2:12][N:13]2[CH:17]=[CH:16][C:15]([C:18]3[CH:25]=[CH:24][C:21]([C:22]#[N:23])=[C:20]([Cl:26])[CH:19]=3)=[N:14]2)=[O:9])[N:6]=1. The yield is 0.357. (4) The reactants are [CH3:1][N:2]([C@@H:10]([CH3:35])[C:11]([NH:13][C@H:14]1[C@H:20]([CH3:21])[N:19]([C:22]([CH:24]2[CH2:29][CH2:28][O:27][CH2:26][CH2:25]2)=[O:23])[C:18]2[CH:30]=[CH:31][CH:32]=[CH:33][C:17]=2[NH:16][C:15]1=[O:34])=[O:12])[C:3](=[O:9])[O:4][C:5]([CH3:8])([CH3:7])[CH3:6].Br[CH2:37][C:38]1[C:46]2[C:41](=[CH:42][CH:43]=[CH:44][CH:45]=2)[N:40]([C:47]2[CH:54]=[CH:53][CH:52]=[CH:51][C:48]=2[C:49]#[N:50])[N:39]=1.C(=O)([O-])[O-].[Cs+].[Cs+].[I-].[Na+]. The catalyst is CN(C=O)C.CCOC(C)=O. The product is [C:49]([C:48]1[CH:51]=[CH:52][CH:53]=[CH:54][C:47]=1[N:40]1[C:41]2[C:46](=[CH:45][CH:44]=[CH:43][CH:42]=2)[C:38]([CH2:37][N:16]2[C:15](=[O:34])[C@@H:14]([NH:13][C:11](=[O:12])[C@@H:10]([N:2]([CH3:1])[C:3](=[O:9])[O:4][C:5]([CH3:6])([CH3:7])[CH3:8])[CH3:35])[C@H:20]([CH3:21])[N:19]([C:22]([CH:24]3[CH2:29][CH2:28][O:27][CH2:26][CH2:25]3)=[O:23])[C:18]3[CH:30]=[CH:31][CH:32]=[CH:33][C:17]2=3)=[N:39]1)#[N:50]. The yield is 0.780. (5) The reactants are [NH2:1][C:2]1[S:3][C:4]2[C:10]([C:11]#[N:12])=[C:9]([O:13][C:14]3[CH:15]=[C:16]([NH:20][C:21](=[O:26])[C:22]([F:25])([F:24])[F:23])[CH:17]=[CH:18][CH:19]=3)[CH:8]=[CH:7][C:5]=2[N:6]=1.[CH:27]1([C:30](Cl)=[O:31])[CH2:29][CH2:28]1. The catalyst is N1C=CC=CC=1. The product is [C:11]([C:10]1[C:4]2[S:3][C:2]([NH:1][C:30]([CH:27]3[CH2:29][CH2:28]3)=[O:31])=[N:6][C:5]=2[CH:7]=[CH:8][C:9]=1[O:13][C:14]1[CH:19]=[CH:18][CH:17]=[C:16]([NH:20][C:21](=[O:26])[C:22]([F:25])([F:23])[F:24])[CH:15]=1)#[N:12]. The yield is 0.630. (6) The reactants are [CH2:1]([N:8]([C@H:18]1[CH2:22][O:21][C@@H:20]2[C@@H:23]([CH:26]=[O:27])[CH2:24][O:25][C@H:19]12)[C:9]([NH:11][CH:12]1[CH2:17][CH2:16][CH2:15][CH2:14][CH2:13]1)=[O:10])[C:2]1[CH:7]=[CH:6][CH:5]=[CH:4][CH:3]=1.[BH4-].[Na+]. The catalyst is C(O)C. The product is [CH2:1]([N:8]([C@H:18]1[CH2:22][O:21][C@@H:20]2[C@@H:23]([CH2:26][OH:27])[CH2:24][O:25][C@H:19]12)[C:9]([NH:11][CH:12]1[CH2:17][CH2:16][CH2:15][CH2:14][CH2:13]1)=[O:10])[C:2]1[CH:7]=[CH:6][CH:5]=[CH:4][CH:3]=1. The yield is 0.0100. (7) The reactants are C(Cl)(=O)C(Cl)=O.[CH2:7]([C:14]1[CH:15]=[C:16]([CH2:21][CH:22]([O:26][CH2:27][CH3:28])[C:23]([OH:25])=[O:24])[CH:17]=[CH:18][C:19]=1[OH:20])[C:8]1[CH:13]=[CH:12][CH:11]=[CH:10][CH:9]=1.CN(C=O)C.[CH2:34](O)[C:35]1[CH:40]=[CH:39][CH:38]=[CH:37][CH:36]=1. The catalyst is C(Cl)Cl. The product is [CH2:34]([O:24][C:23](=[O:25])[CH:22]([O:26][CH2:27][CH3:28])[CH2:21][C:16]1[CH:17]=[CH:18][C:19]([OH:20])=[C:14]([CH2:7][C:8]2[CH:13]=[CH:12][CH:11]=[CH:10][CH:9]=2)[CH:15]=1)[C:35]1[CH:40]=[CH:39][CH:38]=[CH:37][CH:36]=1. The yield is 0.368.